Dataset: Catalyst prediction with 721,799 reactions and 888 catalyst types from USPTO. Task: Predict which catalyst facilitates the given reaction. (1) Reactant: [Cl:1][C:2]1[N:7]=[C:6]([C:8]#[N:9])[C:5]([N+:10]([O-])=O)=[CH:4][CH:3]=1.[NH4+].[OH-:14]. Product: [NH2:10][C:5]1[C:6]([C:8]([NH2:9])=[O:14])=[N:7][C:2]([Cl:1])=[CH:3][CH:4]=1. The catalyst class is: 6. (2) Reactant: [CH:1]1([S:4]([C:7]2[CH:12]=[CH:11][C:10]([CH:13]([O:17][CH:18]3[CH2:23][CH2:22][O:21][CH2:20][CH2:19]3)[C:14](O)=[O:15])=[CH:9][CH:8]=2)(=[O:6])=[O:5])[CH2:3][CH2:2]1.[CH:24]([O:27][C:28]1[N:33]=[C:32]2[S:34][C:35]([NH2:37])=[N:36][C:31]2=[CH:30][CH:29]=1)([CH3:26])[CH3:25].C1C=CC2N(O)N=NC=2C=1.CCN=C=NCCCN(C)C.CN1CCOCC1. Product: [CH:1]1([S:4]([C:7]2[CH:12]=[CH:11][C:10]([CH:13]([O:17][CH:18]3[CH2:23][CH2:22][O:21][CH2:20][CH2:19]3)[C:14]([NH:37][C:35]3[S:34][C:32]4[C:31]([N:36]=3)=[CH:30][CH:29]=[C:28]([O:27][CH:24]([CH3:26])[CH3:25])[N:33]=4)=[O:15])=[CH:9][CH:8]=2)(=[O:6])=[O:5])[CH2:3][CH2:2]1. The catalyst class is: 3. (3) Product: [CH3:1][O:2][C:3]1[C:4]([CH:10]2[CH2:11][CH2:12][NH:13][CH2:14][CH2:15]2)=[N:5][C:6]([CH3:9])=[N:7][CH:8]=1. Reactant: [CH3:1][O:2][C:3]1[C:4]([C:10]2[CH2:11][CH2:12][NH:13][CH2:14][CH:15]=2)=[N:5][C:6]([CH3:9])=[N:7][CH:8]=1.[H][H]. The catalyst class is: 19. (4) Reactant: [ClH:1].[CH3:2][C:3]1[CH:8]=[C:7]([C:9](=[O:18])[NH:10][C@@H:11]2[CH2:16][CH2:15][CH2:14][NH:13][C:12]2=[O:17])[CH:6]=[CH:5][C:4]=1[C:19]1[CH:24]=[CH:23][CH:22]=[C:21]([CH2:25][C@H:26]([NH:46][C:47]([C@H:49]2[CH2:54][CH2:53][C@H:52]([CH2:55][NH:56]C(=O)OC(C)(C)C)[CH2:51][CH2:50]2)=[O:48])[C:27](=[O:45])[NH:28][C:29]2[CH:30]=[CH:31][C:32]3[N:36]=[C:35]([C:37]([F:43])([F:42])[C:38]([F:41])([F:40])[F:39])[NH:34][C:33]=3[CH:44]=2)[CH:20]=1.C(#N)C. Product: [ClH:1].[NH2:56][CH2:55][C@H:52]1[CH2:51][CH2:50][C@H:49]([C:47]([NH:46][C@H:26]([C:27](=[O:45])[NH:28][C:29]2[CH:30]=[CH:31][C:32]3[N:36]=[C:35]([C:37]([F:42])([F:43])[C:38]([F:39])([F:40])[F:41])[NH:34][C:33]=3[CH:44]=2)[CH2:25][C:21]2[CH:20]=[C:19]([C:4]3[CH:5]=[CH:6][C:7]([C:9]([NH:10][C@@H:11]4[CH2:16][CH2:15][CH2:14][NH:13][C:12]4=[O:17])=[O:18])=[CH:8][C:3]=3[CH3:2])[CH:24]=[CH:23][CH:22]=2)=[O:48])[CH2:54][CH2:53]1. The catalyst class is: 346.